Dataset: HIV replication inhibition screening data with 41,000+ compounds from the AIDS Antiviral Screen. Task: Binary Classification. Given a drug SMILES string, predict its activity (active/inactive) in a high-throughput screening assay against a specified biological target. (1) The result is 0 (inactive). The drug is COc1cc(OC)c(OC)cc1C=NNC(=O)NN=Cc1cc(OC)c(OC)cc1OC. (2) The compound is COc1ccc(-c2c3c(n(C4OC(CO)C(O)C(O)C4O)c(=S)c2C#N)CCCC3)cc1. The result is 0 (inactive). (3) The compound is CC(C)(C)NN=C(C(=O)Nc1nc(=S)[nH][nH]1)C1C(=O)Nc2ccccc2S1=O. The result is 0 (inactive). (4) The drug is Cc1cc(Cl)c(=O)n(-c2ccccc2)n1. The result is 0 (inactive). (5) The compound is CCN(CC)CC(=O)Nc1c(C)cc(C(=O)NN)cc1C. The result is 0 (inactive). (6) The molecule is COc1ccc(C=C2CCc3cc(OC)c(OC)cc3C2=O)cc1. The result is 0 (inactive). (7) The compound is C[n+]1c(C=Cc2ccc(C=NNC(=O)c3ccc(C(=O)NN=Cc4ccc(C=Cc5cn6ccccc6[n+]5C)cc4)cc3)cc2)cn2ccccc21.Cc1ccc(S(=O)(=O)[O-])cc1. The result is 0 (inactive). (8) The molecule is O=C1c2c(c3c4ccccc4n4c3c3c2c2ccccc2n3CC=CC4)C(=O)N1Cc1ccccc1. The result is 0 (inactive). (9) The molecule is O=c1c2c(-c3ccccc3)onc2n(-c2ccccc2)c(=O)n1-c1ccccc1. The result is 0 (inactive).